Predict the reactants needed to synthesize the given product. From a dataset of Full USPTO retrosynthesis dataset with 1.9M reactions from patents (1976-2016). Given the product [CH3:46][C:43]([O:42][C:40]([NH:39][CH:36]1[CH2:37][CH2:38][CH:33]([CH:6]([NH:7][C:8]([C:10]2[C:19]([NH:20][C:21]([NH:23][C:24]3[C:25]([CH3:32])=[CH:26][C:27]([CH3:31])=[CH:28][C:29]=3[CH3:30])=[O:22])=[CH:18][C:17]3[C:12](=[CH:13][CH:14]=[CH:15][CH:16]=3)[CH:11]=2)=[O:9])[C:5]([OH:47])=[O:4])[CH2:34][CH2:35]1)=[O:41])([CH3:44])[CH3:45], predict the reactants needed to synthesize it. The reactants are: [Li+].[OH-].C[O:4][C:5](=[O:47])[CH:6]([CH:33]1[CH2:38][CH2:37][CH:36]([NH:39][C:40]([O:42][C:43]([CH3:46])([CH3:45])[CH3:44])=[O:41])[CH2:35][CH2:34]1)[NH:7][C:8]([C:10]1[C:19]([NH:20][C:21]([NH:23][C:24]2[C:29]([CH3:30])=[CH:28][C:27]([CH3:31])=[CH:26][C:25]=2[CH3:32])=[O:22])=[CH:18][C:17]2[C:12](=[CH:13][CH:14]=[CH:15][CH:16]=2)[CH:11]=1)=[O:9].C(OCC)(=O)C.Cl.